Dataset: Forward reaction prediction with 1.9M reactions from USPTO patents (1976-2016). Task: Predict the product of the given reaction. Given the reactants [CH2:1]([O:8][C:9]1[CH:14]=[CH:13][C:12]([CH:15]([C:31]2([OH:37])[CH2:36][CH2:35][CH2:34][CH2:33][CH2:32]2)[C:16]([N:18]2[CH2:23][CH2:22][N:21]([C:24]([O:26][C:27]([CH3:30])([CH3:29])[CH3:28])=[O:25])[CH2:20][CH2:19]2)=[O:17])=[CH:11][C:10]=1[Cl:38])[C:2]1[CH:7]=[CH:6][CH:5]=[CH:4][CH:3]=1, predict the reaction product. The product is: [CH2:1]([O:8][C:9]1[CH:14]=[CH:13][C:12]([C@@H:15]([C:31]2([OH:37])[CH2:36][CH2:35][CH2:34][CH2:33][CH2:32]2)[C:16]([N:18]2[CH2:19][CH2:20][N:21]([C:24]([O:26][C:27]([CH3:30])([CH3:29])[CH3:28])=[O:25])[CH2:22][CH2:23]2)=[O:17])=[CH:11][C:10]=1[Cl:38])[C:2]1[CH:7]=[CH:6][CH:5]=[CH:4][CH:3]=1.